From a dataset of Catalyst prediction with 721,799 reactions and 888 catalyst types from USPTO. Predict which catalyst facilitates the given reaction. (1) Reactant: [CH2:1]([O:8][C:9]1[CH:25]=[CH:24][C:12]([C:13]([NH:15][NH:16][C:17]([O:19][C:20]([CH3:23])([CH3:22])[CH3:21])=[O:18])=O)=[CH:11][CH:10]=1)[C:2]1[CH:7]=[CH:6][CH:5]=[CH:4][CH:3]=1.COC1C=CC(P2(SP(C3C=CC(OC)=CC=3)(=S)S2)=[S:35])=CC=1. Product: [CH2:1]([O:8][C:9]1[CH:25]=[CH:24][C:12]([C:13]([NH:15][NH:16][C:17]([O:19][C:20]([CH3:23])([CH3:22])[CH3:21])=[O:18])=[S:35])=[CH:11][CH:10]=1)[C:2]1[CH:7]=[CH:6][CH:5]=[CH:4][CH:3]=1. The catalyst class is: 1. (2) Reactant: Cl[C:2]1[C:7]([C:8]([O:10][CH2:11][CH3:12])=[O:9])=[CH:6][N:5]=[C:4]([S:13][CH3:14])[N:3]=1.Cl.[Cl:16][C:17]1[CH:18]=[C:19]([CH:22]=[CH:23][C:24]=1[O:25][CH3:26])[CH2:20][NH2:21].C(N(CC)CC)C. Product: [Cl:16][C:17]1[CH:18]=[C:19]([CH:22]=[CH:23][C:24]=1[O:25][CH3:26])[CH2:20][NH:21][C:2]1[C:7]([C:8]([O:10][CH2:11][CH3:12])=[O:9])=[CH:6][N:5]=[C:4]([S:13][CH3:14])[N:3]=1. The catalyst class is: 2. (3) Reactant: [CH:1]1([CH2:6][C@H:7]([C:19]2[CH:24]=[CH:23][C:22]([Cl:25])=[C:21]([Cl:26])[CH:20]=2)[C:8](N2[C@@H](C(C)C)COC2=O)=[O:9])[CH2:5][CH2:4][CH2:3][CH2:2]1.[OH:27]O.[OH-].[Li+]. Product: [CH:1]1([CH2:6][C@H:7]([C:19]2[CH:24]=[CH:23][C:22]([Cl:25])=[C:21]([Cl:26])[CH:20]=2)[C:8]([OH:9])=[O:27])[CH2:2][CH2:3][CH2:4][CH2:5]1. The catalyst class is: 30.